From a dataset of Drug-target binding data from BindingDB using Kd measurements. Regression. Given a target protein amino acid sequence and a drug SMILES string, predict the binding affinity score between them. We predict pKd (pKd = -log10(Kd in M); higher means stronger binding). Dataset: bindingdb_kd. (1) The small molecule is CO[C@]12CC[C@@]3(C[C@@H]1C(C)(C)O)[C@H]1Cc4ccc(O)c5c4[C@@]3(CCN1CC1CC1)[C@H]2O5. The target protein sequence is MDSPIQIFRGEPGPTCAPSACLPPNSSAWFPGWAEPDSNGSAGSEDAQLEPAHISPAIPVIITAVYSVVFVVGLVGNSLVMFVIIRYTKMKTATNIYIFNLALADALVTTTMPFQSTVYLMNSWPFGDVLCKIVISIDYYNMFTSIFTLTMMSVDRYIAVCHPVKALDFRTPLKAKIINICIWLLSSSVGISAIVLGGTKVREDVDVIECSLQFPDDDYSWWDLFMKICVFIFAFVIPVLIIIVCYTLMILRLKSVRLLSGSREKDRNLRRITRLVLVVVAVFVVCWTPIHIFILVAALGSTSHSTAALSSYYFCIALGYTNSSLNPILYAFLDENFKRCFRDFCFPLKMRMERQSTSRVRNTVQDPAYLRDIDGMNKPV. The pKd is 9.0. (2) The pKd is 5.0. The target is PFCDPK1(Pfalciparum). The small molecule is O=C(NOCC1CC1)c1ccc(F)c(F)c1Nc1ccc(I)cc1Cl. (3) The drug is Cc1cnc(Nc2ccc(OCCN3CCCC3)cc2)nc1Nc1cccc(S(=O)(=O)NC(C)(C)C)c1. The target protein (P29320) has sequence MDCQLSILLLLSCSVLDSFGELIPQPSNEVNLLDSKTIQGELGWISYPSHGWEEISGVDEHYTPIRTYQVCNVMDHSQNNWLRTNWVPRNSAQKIYVELKFTLRDCNSIPLVLGTCKETFNLYYMESDDDHGVKFREHQFTKIDTIAADESFTQMDLGDRILKLNTEIREVGPVNKKGFYLAFQDVGACVALVSVRVYFKKCPFTVKNLAMFPDTVPMDSQSLVEVRGSCVNNSKEEDPPRMYCSTEGEWLVPIGKCSCNAGYEERGFMCQACRPGFYKALDGNMKCAKCPPHSSTQEDGSMNCRCENNYFRADKDPPSMACTRPPSSPRNVISNINETSVILDWSWPLDTGGRKDVTFNIICKKCGWNIKQCEPCSPNVRFLPRQFGLTNTTVTVTDLLAHTNYTFEIDAVNGVSELSSPPRQFAAVSITTNQAAPSPVLTIKKDRTSRNSISLSWQEPEHPNGIILDYEVKYYEKQEQETSYTILRARGTNVTISSLK.... The pKd is 5.2. (4) The compound is O=C(O)c1ccnc(-c2cc(C(=O)NCCc3ccccc3)ccn2)c1. The target protein sequence is MEAATTLHPGPRPALPLGGPGPLGEFLPPPECPVFEPSWEEFADPFAFIHKIRPIAEQTGICKVRPPPDWQPPFACDVDKLHFTPRIQRLNELEAQTRVKLNFLDQIAKYWELQGSTLKIPHVERKILDLFQLNKLVAEEGGFAVVCKDRKWTKIATKMGFAPGKAVGSHIRGHYERILNPYNLFLSGDSLRCLQKPNLTTDTKDKEYKPHDIPQRQSVQPSETCPPARRAKRMRAEAMNIKIEPEETTEARTHNLRRRMGCPTPKCENEKEMKSSIKQEPIERKDYIVENEKEKPKSRSKKATNAVDLYVCLLCGSGNDEDRLLLCDGCDDSYHTFCLIPPLHDVPKGDWRCPKCLAQECSKPQEAFGFEQAARDYTLRTFGEMADAFKSDYFNMPVHMVPTELVEKEFWRLVSTIEEDVTVEYGADIASKEFGSGFPVRDGKIKLSPEEEEYLDSGWNLNNMPVMEQSVLAHITADICGMKLPWLYVGMCFSSFCWHI.... The pKd is 5.8. (5) The drug is CC(C)C[C@H](NC(=O)[C@H](Cc1ccccc1)NC(=O)CNC(=O)CNC(=O)[C@@H](N)Cc1ccc(O)cc1)C(=O)O. The target protein (P01213) has sequence MAWQGLVLAACLLMFPSTTADCLSRCSLCAVKTQDGPKPINPLICSLQCQAALLPSEEWERCQSFLSFFTPSTLGLNDKEDLGSKSVGEGPYSELAKLSGSFLKELEKSKFLPSISTKENTLSKSLEEKLRGLSDGFREGAESELMRDAQLNDGAMETGTLYLAEEDPKEQVKRYGGFLRKYPKRSSEVAGEGDGDSMGHEDLYKRYGGFLRRIRPKLKWDNQKRYGGFLRRQFKVVTRSQEDPNAYSGELFDA. The pKd is 8.1. (6) The compound is COc1ccc2[nH]cc(CCNC(=O)[C@H](Cc3ccncc3)NC(=O)[C@H](Cc3ccc(Cl)cc3)NC(=O)[C@H](Cc3c[nH]c4ccc(O)cc34)NC(=O)CCCN)c2c1. The target protein sequence is NEVTLLDSRSVQGELGWIASPLEGGWEEVSAMDEKNTPIRTYQVCNVMEPSQNNWLRTDWITREGAQRVYIEIKFTLRDCNSLPGVMGTCKETFNLYYYESDNDKERFIRENQFVKIDTIAADESFTQVDIGDRIMKLNTEIRDVGPLSKKGFYLAFQDVGACIALVSVRVFYKKCPLTVR. The pKd is 5.0. (7) The small molecule is CC[C@H]1C[C@@H]2CN3CCc4c([nH]c5ccc(OC)cc45)[C@](C(=O)OC)(C2)[C@H]13. The target protein (Q8R4D5) has sequence MSFEGARLSMRSRRNGTMGSTRTLYSSVSRSTDVSYSDSDLVNFIQANFKKRECVFFTRDSKAMENICKCGYAQSQHIEGTQINQNEKWNYKKHTKEFPTDAFGDIQFETLGKKGKYLRLSCDTDSETLYELLTQHWHLKTPNLVISVTGGAKNFALKPRMRKIFSRLIYIAQSKGAWILTGGTHYGLMKYIGEVVRDNTISRNSEENIVAIGIAAWGMVSNRDTLIRSCDDEGHFSAQYIMDDFTRDPLYILDNNHTHLLLVDNGCHGHPTVEAKLRNQLEKYISERTSQDSNYGGKIPIVCFAQGGGRETLKAINTSVKSKIPCVVVEGSGQIADVIASLVEVEDVLTSSMVKEKLVRFLPRTVSRLPEEEIESWIKWLKEILESSHLLTVIKMEEAGDEIVSNAISYALYKAFSTNEQDKDNWNGQLKLLLEWNQLDLASDEIFTNDRRWESADLQEVMFTALIKDRPKFVRLFLENGLNLQKFLTNEVLTELFSTH.... The pKd is 5.1. (8) The drug is COc1cc(N2CCC(N3CCN(C)CC3)CC2)ccc1Nc1ncc(Cl)c(Nc2ccccc2S(=O)(=O)C(C)C)n1. The target protein (Q9UPE1) has sequence MSASTGGGGDSGGSGGSSSSSQASCGPESSGSELALATPVPQMLQGLLGSDDEEQEDPKDYCKGGYHPVKIGDVFNGRYHVVRKLGWGHFSTVWLCWDIQRKRFVALKVVKSAGHYTETAVDEIKLLKCVRDSDPSDPKRETIVQLIDDFRISGVNGVHVCMVLEVLGHQLLKWIIKSNYQGLPVPCVKSIVRQVLHGLDYLHTKCKIIHTDIKPENILLCVGDAYIRRLAAEATEWQQAGAPPPSRSIVSTAPQEVLQTGKLSKNKRKKMRRKRKQQKRLLEERLRDLQRLEAMEAATQAEDSGLRLDGGSGSTSSSGCHPGGARAGPSPASSSPAPGGGRSLSAGSQTSGFSGSLFSPASCSILSGSSNQRETGGLLSPSTPFGASNLLVNPLEPQNADKIKIKIADLGNACWVHKHFTEDIQTRQYRAVEVLIGAEYGPPADIWSTACMAFELATGDYLFEPHSGEDYSRDEDHIAHIVELLGDIPPAFALSGRYSR.... The pKd is 5.5.